Dataset: Retrosynthesis with 50K atom-mapped reactions and 10 reaction types from USPTO. Task: Predict the reactants needed to synthesize the given product. (1) Given the product Cc1ccccc1CNc1cc(C(N)=O)cn2c(C)c(C)nc12, predict the reactants needed to synthesize it. The reactants are: Cc1ccccc1CCl.Cc1nc2c(N)cc(C(N)=O)cn2c1C. (2) Given the product CC(C)(C)OC(=O)n1cccc1, predict the reactants needed to synthesize it. The reactants are: CC(C)(C)OC(=O)OC(=O)OC(C)(C)C.c1cc[nH]c1. (3) Given the product COCC(=O)N1CC[C@@H](NC(=O)c2c(C)[nH]c3c(-c4c(OCC5CC5)ccc5c4OCO5)ncnc23)C1, predict the reactants needed to synthesize it. The reactants are: COCC(=O)Cl.Cc1[nH]c2c(-c3c(OCC4CC4)ccc4c3OCO4)ncnc2c1C(=O)N[C@@H]1CCNC1.